This data is from Forward reaction prediction with 1.9M reactions from USPTO patents (1976-2016). The task is: Predict the product of the given reaction. (1) Given the reactants [Cl:1][C:2]1[CH:3]=[C:4](B2OC(C)(C)C(C)(C)O2)[CH:5]=[C:6]2[C:11]=1[N:10]([CH3:12])[C:9](=[O:13])[CH2:8][CH2:7]2.Br[C:24]1[C:33]2[CH2:32][CH2:31][CH2:30][CH:29]([NH:34][C:35](=[O:38])[CH2:36][CH3:37])[C:28]=2[CH:27]=[N:26][CH:25]=1, predict the reaction product. The product is: [Cl:1][C:2]1[CH:3]=[C:4]([C:24]2[C:33]3[CH2:32][CH2:31][CH2:30][CH:29]([NH:34][C:35](=[O:38])[CH2:36][CH3:37])[C:28]=3[CH:27]=[N:26][CH:25]=2)[CH:5]=[C:6]2[C:11]=1[N:10]([CH3:12])[C:9](=[O:13])[CH2:8][CH2:7]2. (2) Given the reactants [I:1][C:2]1[C:10]2[C:9]([O:11][CH2:12][CH2:13][O:14][CH3:15])=[N:8][CH:7]=[N:6][C:5]=2[NH:4][CH:3]=1.[H-].[Na+].[C:18]1([S:24](Cl)(=[O:26])=[O:25])[CH:23]=[CH:22][CH:21]=[CH:20][CH:19]=1.O, predict the reaction product. The product is: [C:18]1([S:24]([N:4]2[C:5]3[N:6]=[CH:7][N:8]=[C:9]([O:11][CH2:12][CH2:13][O:14][CH3:15])[C:10]=3[C:2]([I:1])=[CH:3]2)(=[O:26])=[O:25])[CH:23]=[CH:22][CH:21]=[CH:20][CH:19]=1.